From a dataset of Experimentally validated miRNA-target interactions with 360,000+ pairs, plus equal number of negative samples. Binary Classification. Given a miRNA mature sequence and a target amino acid sequence, predict their likelihood of interaction. (1) Result: 0 (no interaction). The miRNA is rno-miR-652-3p with sequence AAUGGCGCCACUAGGGUUGUG. The protein sequence of the target gene is MSATTACWPAFTVLGEARGDQVDWSRLYRDTGLVKMSRKPRASSPFSNNHPSTPKRFPRQPRREKGPVKEVPGTKGSP. (2) The miRNA is mmu-miR-532-5p with sequence CAUGCCUUGAGUGUAGGACCGU. The protein sequence of the target gene is MQMDNRLPPKKVPGFCSFRYGLSFLVHCCNVIITAQRACLNLTMVVMVNSTDPHGLPNTSTKKLLDNIKNPMYNWSPDIQGIILSSTSYGVIIIQVPVGYFSGIYSTKKMIGFALCLSSVLSLLIPPAAGIGVAWVVVCRAVQGAAQGIVATAQFEIYVKWAPPLERGRLTSMSTSGFLLGPFIVLLVTGVICESLGWPMVFYIFGACGCAVCLLWFVLFYDDPKDHPCISISEKEYITSSLVQQVSSSRQSLPIKAILKSLPVWAISTGSFTFFWSHNIMTLYTPMFINSMLHVNIKEN.... Result: 0 (no interaction). (3) The miRNA is mmu-miR-384-5p with sequence UGUAAACAAUUCCUAGGCAAUGU. The protein sequence of the target gene is MPSSSDTALGGGGGLSWAEKKLEERRKRRRFLSPQQPPLLLPLLQPQLLQPPPPPPPLLFLAAPGAAAAAAAAAAASSSCFSPGPPLEVKRLARGKRRPGGRQKRRRGPRAGQEAEKRRVFSLPQPQQDGGGGASSGGGVTPLVEYEDVSSQSEQGLLLGGASAATAATAAGGTGGNGGSPASSSGTQRRAEGSERRPRRDRRSSSGRSKERHREHRRRDGTRSGSEASKARSRHGHSGEERAEAAKSGSSSSSGGRRKSASATSSSSSSRKDRDLKAHRSRTKSSKEPPSAYKEPPKAY.... Result: 1 (interaction). (4) The miRNA is cel-miR-60-3p with sequence UAUUAUGCACAUUUUCUAGUUCA. The protein sequence of the target gene is MCKSLRYCFSHCLYLAMTRLEEVNREVNMHSSVRYLGYLARINLLVAICLGLYVRWEKTANSLILVIFILGLFVLGIASILYYYFSMEAASLSLSNLWFGFLLGLLCFLDNSSFKNDVKEESTKYLLLTSIVLRILCSLVERISGYVRHRPTLLTTVEFLELVGFAIASTTMLVEKSLSVILLVVALAMLIIDLRMKSFLAIPNLVIFAVLLFFSSLETPKNPIAFACFFICLITDPFLDIYFSGLSVTERWKPFLYRGRICRRLSVVFAGMIELTFFILSAFKLRDTHLWYFVIPGFSI.... Result: 0 (no interaction).